This data is from Full USPTO retrosynthesis dataset with 1.9M reactions from patents (1976-2016). The task is: Predict the reactants needed to synthesize the given product. The reactants are: [CH2:1]([CH2:3][NH2:4])[OH:2].C(N(CC)CC)C.Cl.[F:13][C:14]([F:48])([F:47])[C:15]1[CH:20]=[C:19]([C:21]2[CH:26]=[CH:25][C:24]([C:27]([F:30])([F:29])[F:28])=[CH:23][CH:22]=2)[N:18]=[C:17]([C:31]2[CH:36]=[CH:35][N:34]=[C:33]([C:37]3[CH:38]=[C:39]([S:43](Cl)(=[O:45])=[O:44])[CH:40]=[CH:41][CH:42]=3)[CH:32]=2)[N:16]=1. Given the product [OH:2][CH2:1][CH2:3][NH:4][S:43]([C:39]1[CH:40]=[CH:41][CH:42]=[C:37]([C:33]2[CH:32]=[C:31]([C:17]3[N:16]=[C:15]([C:14]([F:13])([F:47])[F:48])[CH:20]=[C:19]([C:21]4[CH:26]=[CH:25][C:24]([C:27]([F:30])([F:28])[F:29])=[CH:23][CH:22]=4)[N:18]=3)[CH:36]=[CH:35][N:34]=2)[CH:38]=1)(=[O:44])=[O:45], predict the reactants needed to synthesize it.